From a dataset of Catalyst prediction with 721,799 reactions and 888 catalyst types from USPTO. Predict which catalyst facilitates the given reaction. Reactant: [Br:1][C:2]1[CH:3]=[C:4]2[C:8](=[C:9]([Cl:11])[CH:10]=1)[NH:7][C:6]([C:12]([OH:14])=O)=[CH:5]2.[S:15]1[CH:19]=[CH:18][CH:17]=[C:16]1[CH2:20][NH2:21].C(N(CC)C(C)C)(C)C.C1CN([P+](Br)(N2CCCC2)N2CCCC2)CC1.F[P-](F)(F)(F)(F)F. Product: [S:15]1[CH:19]=[CH:18][CH:17]=[C:16]1[CH2:20][NH:21][C:12]([C:6]1[NH:7][C:8]2[C:4]([CH:5]=1)=[CH:3][C:2]([Br:1])=[CH:10][C:9]=2[Cl:11])=[O:14]. The catalyst class is: 31.